From a dataset of Full USPTO retrosynthesis dataset with 1.9M reactions from patents (1976-2016). Predict the reactants needed to synthesize the given product. (1) Given the product [C:1]([C:4]1[S:8][C:7]([NH:9][C:17](=[O:16])[CH:18]([NH:22][C:23](=[O:33])[CH2:24][C:25]2[CH:26]=[C:27]([F:32])[CH:28]=[C:29]([F:31])[CH:30]=2)[CH2:19][CH2:20][CH3:21])=[N:6][C:5]=1[CH3:10])(=[O:3])[CH3:2], predict the reactants needed to synthesize it. The reactants are: [C:1]([C:4]1[S:8][C:7]([NH2:9])=[N:6][C:5]=1[CH3:10])(=[O:3])[CH3:2].C[Al](C)C.C[O:16][C:17](=O)[CH:18]([NH:22][C:23](=[O:33])[CH2:24][C:25]1[CH:30]=[C:29]([F:31])[CH:28]=[C:27]([F:32])[CH:26]=1)[CH2:19][CH2:20][CH3:21]. (2) Given the product [C:5]([C:36]1([NH:7][C:8]2[CH:9]=[CH:10][C:11]3[O:12][C:13]4[C:18](=[CH:17][CH:16]=[CH:15][C:14]=4[C:22]4[NH:27][C:26](=[O:28])[CH:25]=[C:24]([N:29]5[CH2:34][CH2:33][O:32][CH2:31][CH2:30]5)[CH:23]=4)[CH2:19][C:20]=3[CH:21]=2)[CH2:41][CH2:40][N:39]([C:42]([O:44][C:45]([CH3:48])([CH3:47])[CH3:46])=[O:43])[CH2:38][CH2:37]1)#[N:6], predict the reactants needed to synthesize it. The reactants are: C[Si]([C:5]#[N:6])(C)C.[NH2:7][C:8]1[CH:21]=[C:20]2[C:11]([O:12][C:13]3[C:14]([C:22]4[NH:27][C:26](=[O:28])[CH:25]=[C:24]([N:29]5[CH2:34][CH2:33][O:32][CH2:31][CH2:30]5)[CH:23]=4)=[CH:15][CH:16]=[CH:17][C:18]=3[CH2:19]2)=[CH:10][CH:9]=1.O=[C:36]1[CH2:41][CH2:40][N:39]([C:42]([O:44][C:45]([CH3:48])([CH3:47])[CH3:46])=[O:43])[CH2:38][CH2:37]1.O.N. (3) Given the product [NH2:19][C:20]1[CH:25]=[CH:24][C:23]([C:26]2[CH:27]=[C:28]3[C:32](=[CH:33][CH:34]=2)[NH:31][CH:30]=[CH:29]3)=[CH:22][C:21]=1[NH:45][C:46](=[O:55])[C:47]1[CH:52]=[CH:51][C:50]([O:53][CH3:54])=[CH:49][CH:48]=1, predict the reactants needed to synthesize it. The reactants are: CCCC[N+](CCCC)(CCCC)CCCC.[F-].[NH2:19][C:20]1[CH:25]=[CH:24][C:23]([C:26]2[CH:27]=[C:28]3[C:32](=[CH:33][CH:34]=2)[N:31]([Si](C(C)C)(C(C)C)C(C)C)[CH:30]=[CH:29]3)=[CH:22][C:21]=1[NH:45][C:46](=[O:55])[C:47]1[CH:52]=[CH:51][C:50]([O:53][CH3:54])=[CH:49][CH:48]=1. (4) Given the product [C:1]([N:6]1[CH2:7][CH2:8][N:9]([C:12]([C:14]2[CH:15]=[CH:16][C:17]([CH:20]3[C:25]4=[N:26][NH:27][C:28](=[O:33])[C:29]5[CH:30]=[CH:31][CH:32]=[C:23]([C:24]=54)[NH:22][CH:21]3[C:34]3[CH:41]=[CH:40][C:37]([CH2:38][NH:43][CH3:42])=[CH:36][CH:35]=3)=[CH:18][CH:19]=2)=[O:13])[CH2:10][CH2:11]1)(=[O:5])[CH:2]([CH3:3])[CH3:4], predict the reactants needed to synthesize it. The reactants are: [C:1]([N:6]1[CH2:11][CH2:10][N:9]([C:12]([C:14]2[CH:19]=[CH:18][C:17]([CH:20]3[C:25]4=[N:26][NH:27][C:28](=[O:33])[C:29]5[CH:30]=[CH:31][CH:32]=[C:23]([C:24]=54)[NH:22][CH:21]3[C:34]3[CH:41]=[CH:40][C:37]([CH:38]=O)=[CH:36][CH:35]=3)=[CH:16][CH:15]=2)=[O:13])[CH2:8][CH2:7]1)(=[O:5])[CH:2]([CH3:4])[CH3:3].[CH3:42][NH:43]C.[BH4-].[Na+]. (5) Given the product [CH3:26][NH:25][CH2:24][CH:23]([C:27]1[CH:32]=[CH:31][C:30]([C:33]2[CH:34]=[N:35][NH:36][CH:37]=2)=[CH:29][CH:28]=1)[C:20]1[CH:19]=[CH:18][C:17]([C:9]2[CH:10]=[N:11][CH:12]=[CH:13][CH:14]=2)=[CH:22][CH:21]=1, predict the reactants needed to synthesize it. The reactants are: CC1(C)C(C)(C)OB([C:9]2[CH:10]=[N:11][CH:12]=[CH:13][CH:14]=2)O1.Cl[C:17]1[CH:22]=[CH:21][C:20]([CH:23]([C:27]2[CH:32]=[CH:31][C:30]([C:33]3[CH:34]=[N:35][NH:36][CH:37]=3)=[CH:29][CH:28]=2)[CH2:24][NH:25][CH3:26])=[CH:19][CH:18]=1. (6) Given the product [Cl:25][C:7]1[CH:6]=[C:5]([S:8]([NH2:11])(=[O:9])=[O:10])[CH:4]=[N:28][C:2]=1[NH:24][CH:21]1[CH2:22][CH2:23][N:18]([CH:15]2[CH2:17][CH2:16]2)[CH2:19][CH2:20]1, predict the reactants needed to synthesize it. The reactants are: Cl[C:2]1[CH:7]=[CH:6][C:5]([S:8]([NH2:11])(=[O:10])=[O:9])=[CH:4]C=1[N+]([O-])=O.[CH:15]1([N:18]2[CH2:23][CH2:22][CH:21]([NH2:24])[CH2:20][CH2:19]2)[CH2:17][CH2:16]1.[ClH:25].Cl.C[N:28]1CCN(N)CC1.CCN(C(C)C)C(C)C. (7) Given the product [N+:8]([C:5]1[N:6]=[CH:7][C:2]([N:14]2[CH2:15][CH2:16][N:11]([C:17](=[O:19])[CH3:18])[CH2:12][CH2:13]2)=[CH:3][CH:4]=1)([O-:10])=[O:9], predict the reactants needed to synthesize it. The reactants are: Br[C:2]1[CH:3]=[CH:4][C:5]([N+:8]([O-:10])=[O:9])=[N:6][CH:7]=1.[N:11]1([C:17](=[O:19])[CH3:18])[CH2:16][CH2:15][NH:14][CH2:13][CH2:12]1.C(N(CC)CC)C.